The task is: Predict the reactants needed to synthesize the given product.. This data is from Full USPTO retrosynthesis dataset with 1.9M reactions from patents (1976-2016). (1) Given the product [CH3:10][O:9][C:7]([C@H:4]1[CH2:5][CH2:6][C@H:1]([C:11]([OH:13])=[O:12])[CH2:2][CH2:3]1)=[O:8], predict the reactants needed to synthesize it. The reactants are: [C@H:1]1([C:11]([O:13]C)=[O:12])[CH2:6][CH2:5][C@H:4]([C:7]([O:9][CH3:10])=[O:8])[CH2:3][CH2:2]1.[OH-].[Ba+2].[OH-].O. (2) The reactants are: Cl.I[C:3]1[CH:4]=[C:5]2[C:10](=[CH:11][CH:12]=1)[N:9]([CH2:13][C@@H:14]1[CH2:18][CH2:17][NH:16][CH2:15]1)[CH:8]=[C:7]([C:19]([O:21][CH2:22][CH3:23])=[O:20])[C:6]2=[O:24].[CH2:25]([NH:27][C:28]([NH:30][C:31]1[CH:36]=[C:35]([C:37]2[S:38][CH:39]=[C:40]([C:42]([F:45])([F:44])[F:43])[N:41]=2)[C:34](B2OC(C)(C)C(C)(C)O2)=[CH:33][N:32]=1)=[O:29])[CH3:26].C(=O)(O)[O-].[Na+]. Given the product [CH2:25]([NH:27][C:28](=[O:29])[NH:30][C:31]1[N:32]=[CH:33][C:34]([C:3]2[CH:4]=[C:5]3[C:10](=[CH:11][CH:12]=2)[N:9]([CH2:13][C@@H:14]2[CH2:18][CH2:17][NH:16][CH2:15]2)[CH:8]=[C:7]([C:19]([O:21][CH2:22][CH3:23])=[O:20])[C:6]3=[O:24])=[C:35]([C:37]2[S:38][CH:39]=[C:40]([C:42]([F:45])([F:44])[F:43])[N:41]=2)[CH:36]=1)[CH3:26], predict the reactants needed to synthesize it. (3) Given the product [CH2:16]([N:9]([C:4]1[C:3]([F:23])=[C:2]([NH:1][C:39]([C:35]2[C:31]3[N:32]=[CH:33][N:34]=[C:29]([Cl:28])[C:30]=3[N:37]([CH3:38])[CH:36]=2)=[O:40])[C:7]([F:8])=[CH:6][CH:5]=1)[S:10]([CH2:13][CH2:14][CH3:15])(=[O:12])=[O:11])[C:17]1[CH:18]=[CH:19][CH:20]=[CH:21][CH:22]=1, predict the reactants needed to synthesize it. The reactants are: [NH2:1][C:2]1[C:3]([F:23])=[C:4]([N:9]([CH2:16][C:17]2[CH:22]=[CH:21][CH:20]=[CH:19][CH:18]=2)[S:10]([CH2:13][CH2:14][CH3:15])(=[O:12])=[O:11])[CH:5]=[CH:6][C:7]=1[F:8].C[Al](C)C.[Cl:28][C:29]1[C:30]2[N:37]([CH3:38])[CH:36]=[C:35]([C:39](OCC)=[O:40])[C:31]=2[N:32]=[CH:33][N:34]=1.O1CCOCC1. (4) The reactants are: C([O:8][C:9]1[CH:10]=[C:11]([CH:26]=[CH:27][C:28]=1[N:29]1[CH2:33][C:32](=[O:34])[NH:31][S:30]1(=[O:36])=[O:35])[CH2:12][CH:13]1[NH:19][C:18](=[O:20])[C:17]2[CH:21]=[CH:22][CH:23]=[CH:24][C:16]=2[NH:15][C:14]1=[O:25])C1C=CC=CC=1. Given the product [OH:8][C:9]1[CH:10]=[C:11]([CH:26]=[CH:27][C:28]=1[N:29]1[CH2:33][C:32](=[O:34])[NH:31][S:30]1(=[O:36])=[O:35])[CH2:12][CH:13]1[NH:19][C:18](=[O:20])[C:17]2[CH:21]=[CH:22][CH:23]=[CH:24][C:16]=2[NH:15][C:14]1=[O:25], predict the reactants needed to synthesize it. (5) The reactants are: Cl.[CH3:2][O:3][C:4]1[CH:5]=[C:6]([C:12]2[C:13]([CH3:25])([CH3:24])[C:14](=[O:23])[N:15]([CH:17]3[CH2:22][CH2:21][NH:20][CH2:19][CH2:18]3)[N:16]=2)[CH:7]=[CH:8][C:9]=1[O:10][CH3:11].[Cl:26][C:27]1[CH:32]=[CH:31][C:30]([S:33](Cl)(=[O:35])=[O:34])=[CH:29][CH:28]=1. Given the product [Cl:26][C:27]1[CH:32]=[CH:31][C:30]([S:33]([N:20]2[CH2:21][CH2:22][CH:17]([N:15]3[C:14](=[O:23])[C:13]([CH3:25])([CH3:24])[C:12]([C:6]4[CH:7]=[CH:8][C:9]([O:10][CH3:11])=[C:4]([O:3][CH3:2])[CH:5]=4)=[N:16]3)[CH2:18][CH2:19]2)(=[O:35])=[O:34])=[CH:29][CH:28]=1, predict the reactants needed to synthesize it. (6) Given the product [ClH:22].[C:1]([C:5]1[CH:10]=[CH:9][C:8]([C:11]2[N:12]([C:30]([N:42]3[CH2:43][CH2:44][N:39]([C:36](=[O:38])[CH3:37])[CH2:40][CH2:41]3)=[O:31])[C@H:13]([C:23]3[CH:24]=[CH:25][C:26]([Cl:29])=[CH:27][CH:28]=3)[C@H:14]([C:16]3[CH:17]=[CH:18][C:19]([Cl:22])=[CH:20][CH:21]=3)[N:15]=2)=[C:7]([O:33][CH2:34][CH3:35])[CH:6]=1)([CH3:4])([CH3:2])[CH3:3], predict the reactants needed to synthesize it. The reactants are: [C:1]([C:5]1[CH:10]=[CH:9][C:8]([C:11]2[N:12]([C:30](Cl)=[O:31])[C@H:13]([C:23]3[CH:28]=[CH:27][C:26]([Cl:29])=[CH:25][CH:24]=3)[C@H:14]([C:16]3[CH:21]=[CH:20][C:19]([Cl:22])=[CH:18][CH:17]=3)[N:15]=2)=[C:7]([O:33][CH2:34][CH3:35])[CH:6]=1)([CH3:4])([CH3:3])[CH3:2].[C:36]([N:39]1[CH2:44][CH2:43][NH:42][CH2:41][CH2:40]1)(=[O:38])[CH3:37]. (7) Given the product [CH2:18]([O:20][CH2:21][CH:22]1[CH2:26][CH2:25][CH:24]([N:1]2[CH2:2][CH2:3][CH:4]([N:7]3[C:12](=[O:13])[CH2:11][O:10][C@H:9]4[CH2:14][CH2:15][CH2:16][CH2:17][C@H:8]34)[CH2:5][CH2:6]2)[CH2:23]1)[CH3:19], predict the reactants needed to synthesize it. The reactants are: [NH:1]1[CH2:6][CH2:5][CH:4]([N:7]2[C:12](=[O:13])[CH2:11][O:10][C@H:9]3[CH2:14][CH2:15][CH2:16][CH2:17][C@H:8]23)[CH2:3][CH2:2]1.[CH2:18]([O:20][CH2:21][CH:22]1[CH2:26][CH2:25][C:24](=O)[CH2:23]1)[CH3:19]. (8) Given the product [NH2:25][C:23]([NH:1][C:2]1[S:3][C:4]([C:11]2[CH:20]=[CH:19][C:14]3[O:15][CH2:16][CH2:17][O:18][C:13]=3[CH:12]=2)=[C:5]([CH3:10])[C:6]=1[C:7]([NH2:9])=[O:8])=[O:24], predict the reactants needed to synthesize it. The reactants are: [NH2:1][C:2]1[S:3][C:4]([C:11]2[CH:20]=[CH:19][C:14]3[O:15][CH2:16][CH2:17][O:18][C:13]=3[CH:12]=2)=[C:5]([CH3:10])[C:6]=1[C:7]([NH2:9])=[O:8].ClC(Cl)(Cl)[C:23]([N:25]=C=O)=[O:24].N. (9) Given the product [CH3:6][N:5]([CH3:7])[C:3](=[O:4])[CH2:2][NH:1][S:16]([CH3:15])(=[O:18])=[O:17], predict the reactants needed to synthesize it. The reactants are: [NH2:1][CH2:2][C:3]([N:5]([CH3:7])[CH3:6])=[O:4].C(N(CC)CC)C.[CH3:15][S:16](Cl)(=[O:18])=[O:17].